Predict the product of the given reaction. From a dataset of Forward reaction prediction with 1.9M reactions from USPTO patents (1976-2016). (1) Given the reactants [F:1][C:2]([F:8])([F:7])[S:3]([O-:6])(=[O:5])=[O:4].F[C:10]1[CH:15]=[CH:14][C:13]([S+:16]([C:24]2[CH:29]=[CH:28][C:27](F)=[CH:26][CH:25]=2)[C:17]2[CH:22]=[CH:21][C:20](F)=[CH:19][CH:18]=2)=[CH:12][CH:11]=1.[OH-].[Na+].[CH2:33]([SH:37])[CH2:34][CH2:35][CH3:36], predict the reaction product. The product is: [F:1][C:2]([F:8])([F:7])[S:3]([O-:6])(=[O:5])=[O:4].[CH2:33]([S:37][C:10]1[CH:15]=[CH:14][C:13]([S+:16]([C:24]2[CH:29]=[CH:28][C:27]([S:3][CH2:2][CH2:18][CH2:17][CH3:22])=[CH:26][CH:25]=2)[C:17]2[CH:22]=[CH:21][C:20]([S:16][CH2:13][CH2:12][CH2:11][CH3:10])=[CH:19][CH:18]=2)=[CH:12][CH:11]=1)[CH2:34][CH2:35][CH3:36]. (2) Given the reactants [Cl:1][C:2]1[C:3]([O:29]C)=[C:4]2[C:9](=[CH:10][CH:11]=1)[CH:8]([NH:12][C:13]1[CH:21]=[CH:20][CH:19]=[C:18]3[C:14]=1[CH:15]=[N:16][NH:17]3)[C:7]([C:23]([F:26])([F:25])[F:24])([OH:22])[CH2:6][C:5]2([CH3:28])[CH3:27].B(Br)(Br)Br, predict the reaction product. The product is: [Cl:1][C:2]1[CH:11]=[CH:10][C:9]2[CH:8]([NH:12][C:13]3[CH:21]=[CH:20][CH:19]=[C:18]4[C:14]=3[CH:15]=[N:16][NH:17]4)[C:7]([C:23]([F:25])([F:26])[F:24])([OH:22])[CH2:6][C:5]([CH3:27])([CH3:28])[C:4]=2[C:3]=1[OH:29].